The task is: Predict the reactants needed to synthesize the given product.. This data is from Full USPTO retrosynthesis dataset with 1.9M reactions from patents (1976-2016). (1) Given the product [Cl:1][C:2]1[C:3]2[C:10]([C:11]3[CH:16]=[CH:15][C:14]([O:17][CH2:18][CH2:19][N:20]4[CH2:25][CH2:24][N:23]([CH3:26])[CH2:22][CH2:21]4)=[C:13]([Cl:27])[C:12]=3[CH3:28])=[C:9]([C:34]3[O:38][C:37]([C:39]([N:41]([CH3:43])[CH3:42])=[O:40])=[CH:36][CH:35]=3)[S:8][C:4]=2[N:5]=[CH:6][N:7]=1, predict the reactants needed to synthesize it. The reactants are: [Cl:1][C:2]1[C:3]2[C:10]([C:11]3[CH:16]=[CH:15][C:14]([O:17][CH2:18][CH2:19][N:20]4[CH2:25][CH2:24][N:23]([CH3:26])[CH2:22][CH2:21]4)=[C:13]([Cl:27])[C:12]=3[CH3:28])=[C:9]([Sn](C)(C)C)[S:8][C:4]=2[N:5]=[CH:6][N:7]=1.Br[C:34]1[O:38][C:37]([C:39]([N:41]([CH3:43])[CH3:42])=[O:40])=[CH:36][CH:35]=1.[As](C1C=CC=CC=1)(C1C=CC=CC=1)C1C=CC=CC=1. (2) Given the product [Cl:39][C:36]1[CH:37]=[C:38]2[C:33](=[CH:34][CH:35]=1)[NH:32][N:31]=[C:30]2[CH2:29][NH:26][C:2]1[C:3]2[C:4](=[N:8][N:9]([CH2:11][C:12]3[CH:13]=[CH:14][C:15]([CH2:16][N:17]4[CH:22]=[CH:21][CH:20]=[CH:19][C:18]4=[O:23])=[CH:24][CH:25]=3)[CH:10]=2)[N:5]=[CH:6][N:7]=1, predict the reactants needed to synthesize it. The reactants are: Cl[C:2]1[C:3]2[C:4](=[N:8][N:9]([CH2:11][C:12]3[CH:25]=[CH:24][C:15]([CH2:16][N:17]4[CH:22]=[CH:21][CH:20]=[CH:19][C:18]4=[O:23])=[CH:14][CH:13]=3)[CH:10]=2)[N:5]=[CH:6][N:7]=1.[N:26]([CH2:29][C:30]1[C:38]2[C:33](=[CH:34][CH:35]=[C:36]([Cl:39])[CH:37]=2)[NH:32][N:31]=1)=[N+]=[N-].CCN(C(C)C)C(C)C.C(N(C(C)C)C(C)C)C.